This data is from NCI-60 drug combinations with 297,098 pairs across 59 cell lines. The task is: Regression. Given two drug SMILES strings and cell line genomic features, predict the synergy score measuring deviation from expected non-interaction effect. (1) Drug 1: CC1=C(C=C(C=C1)NC2=NC=CC(=N2)N(C)C3=CC4=NN(C(=C4C=C3)C)C)S(=O)(=O)N.Cl. Drug 2: CCN(CC)CCCC(C)NC1=C2C=C(C=CC2=NC3=C1C=CC(=C3)Cl)OC. Cell line: 786-0. Synergy scores: CSS=45.3, Synergy_ZIP=5.57, Synergy_Bliss=5.90, Synergy_Loewe=-25.1, Synergy_HSA=6.70. (2) Drug 1: CC1CCCC2(C(O2)CC(NC(=O)CC(C(C(=O)C(C1O)C)(C)C)O)C(=CC3=CSC(=N3)C)C)C. Drug 2: N.N.Cl[Pt+2]Cl. Cell line: LOX IMVI. Synergy scores: CSS=57.1, Synergy_ZIP=-2.08, Synergy_Bliss=-3.46, Synergy_Loewe=-3.77, Synergy_HSA=1.87. (3) Drug 1: CC1C(C(CC(O1)OC2CC(CC3=C2C(=C4C(=C3O)C(=O)C5=C(C4=O)C(=CC=C5)OC)O)(C(=O)CO)O)N)O.Cl. Drug 2: C1=NC2=C(N1)C(=S)N=C(N2)N. Cell line: DU-145. Synergy scores: CSS=43.6, Synergy_ZIP=-1.39, Synergy_Bliss=-0.968, Synergy_Loewe=-4.62, Synergy_HSA=0.668. (4) Drug 1: C1CCC(CC1)NC(=O)N(CCCl)N=O. Drug 2: C(CN)CNCCSP(=O)(O)O. Cell line: MCF7. Synergy scores: CSS=0.395, Synergy_ZIP=-3.53, Synergy_Bliss=-4.15, Synergy_Loewe=-27.5, Synergy_HSA=-7.28. (5) Drug 1: CCC1=CC2CC(C3=C(CN(C2)C1)C4=CC=CC=C4N3)(C5=C(C=C6C(=C5)C78CCN9C7C(C=CC9)(C(C(C8N6C)(C(=O)OC)O)OC(=O)C)CC)OC)C(=O)OC.C(C(C(=O)O)O)(C(=O)O)O. Drug 2: CN(C)C1=NC(=NC(=N1)N(C)C)N(C)C. Cell line: HT29. Synergy scores: CSS=46.4, Synergy_ZIP=-2.51, Synergy_Bliss=0.681, Synergy_Loewe=-62.1, Synergy_HSA=-3.47. (6) Cell line: UACC62. Drug 2: C1C(C(OC1N2C=NC(=NC2=O)N)CO)O. Synergy scores: CSS=46.2, Synergy_ZIP=-0.0723, Synergy_Bliss=3.55, Synergy_Loewe=-13.5, Synergy_HSA=2.27. Drug 1: CN(CC1=CN=C2C(=N1)C(=NC(=N2)N)N)C3=CC=C(C=C3)C(=O)NC(CCC(=O)O)C(=O)O. (7) Drug 1: CN1CCC(CC1)COC2=C(C=C3C(=C2)N=CN=C3NC4=C(C=C(C=C4)Br)F)OC. Drug 2: C1C(C(OC1N2C=C(C(=O)NC2=O)F)CO)O. Cell line: TK-10. Synergy scores: CSS=60.9, Synergy_ZIP=0.350, Synergy_Bliss=2.50, Synergy_Loewe=-8.15, Synergy_HSA=6.27. (8) Drug 2: C(CC(=O)O)C(=O)CN.Cl. Synergy scores: CSS=1.44, Synergy_ZIP=0.527, Synergy_Bliss=1.33, Synergy_Loewe=-1.14, Synergy_HSA=-0.585. Drug 1: C1CCN(CC1)CCOC2=CC=C(C=C2)C(=O)C3=C(SC4=C3C=CC(=C4)O)C5=CC=C(C=C5)O. Cell line: UACC62. (9) Drug 2: CCCS(=O)(=O)NC1=C(C(=C(C=C1)F)C(=O)C2=CNC3=C2C=C(C=N3)C4=CC=C(C=C4)Cl)F. Cell line: 786-0. Synergy scores: CSS=3.14, Synergy_ZIP=-2.88, Synergy_Bliss=-1.36, Synergy_Loewe=-6.00, Synergy_HSA=-1.92. Drug 1: CC12CCC(CC1=CCC3C2CCC4(C3CC=C4C5=CN=CC=C5)C)O. (10) Drug 1: CC12CCC(CC1=CCC3C2CCC4(C3CC=C4C5=CN=CC=C5)C)O. Drug 2: CCC1=CC2CC(C3=C(CN(C2)C1)C4=CC=CC=C4N3)(C5=C(C=C6C(=C5)C78CCN9C7C(C=CC9)(C(C(C8N6C)(C(=O)OC)O)OC(=O)C)CC)OC)C(=O)OC.C(C(C(=O)O)O)(C(=O)O)O. Cell line: MDA-MB-231. Synergy scores: CSS=41.3, Synergy_ZIP=11.7, Synergy_Bliss=11.9, Synergy_Loewe=4.49, Synergy_HSA=13.5.